This data is from Experimentally validated miRNA-target interactions with 360,000+ pairs, plus equal number of negative samples. The task is: Binary Classification. Given a miRNA mature sequence and a target amino acid sequence, predict their likelihood of interaction. (1) The miRNA is mmu-miR-34b-3p with sequence AAUCACUAACUCCACUGCCAUC. The protein sequence of the target gene is MNSGGGGGLPPPSAAASPSSSSLAAAVAVAVAASSGVGGVPGGPAAAAGVKLKYCRYYAKDKTCFYGEECQFLHEDPAAGAAPGLGLHSNSVPLALAAAAGAAFPPGALPGGGAGPPAGPKKPELGVPGAATAGGGLDGPRVAIPGMDGGALTDASLTESYFSTSFIGVNGFGSPVETKYPLMQRMTSSSSSPSLLNDSAKPYTGHDLLTSSASSLFNDFGALNISQRRKTPNPTASEFIPKGGSTSRLSNVSQSNMSAFSQVFSHPSMGSPATAGLAPGMSLSAGSSPLHSPKITPHTS.... Result: 0 (no interaction). (2) The miRNA is hsa-miR-548bb-5p with sequence AAAAGUAACUAUGGUUUUUGCC. The protein sequence of the target gene is MAGPGPGDQDEHYDFLFKLVLVGDASVGKTCVVQRFKTGAFSARQGSTIGVDFTMKTLEIQGKRVKLQIWDTAGQERFRTITQSYYRSANGAILAYDISKRSTFLSVPHWIEDVRKYAGSNIVQLLIGNKSDLADFREVPLAEAQSLAEHYDILCAIETSAKDSSNVEEAFTRVATELIMRHGGPMFSEKNTDHIQLDSKDIAESWGCGC. Result: 0 (no interaction). (3) The miRNA is hsa-miR-6835-3p with sequence AAAAGCACUUUUCUGUCUCCCAG. The protein sequence of the target gene is MCSDFRRAESGTELLARLEGRSSLKELEPNLFADEDSPVHGDIFEFHGPEGTGKTEMLYHLTARCILPKSEGGLQIEVLFIDTDYHFDMLRLVTVLEHRLSQSSEEAMKLCLARLFLAYCSSSMQLLLTLHSLEALLCSRPSLCLLIVDSLSSFYWIDRVSGGESVALQESTLQKCSQLLERLVTEYRLLLFATTQSLMQKGSDSADGPSSSKHPCDGDMGYRAYLCKAWQRVVKHRVIFSRDDEAKSSRFSLVSRHLKSNSLKKHSFMVRESGVEFC. Result: 0 (no interaction). (4) The miRNA is mmu-miR-181c-5p with sequence AACAUUCAACCUGUCGGUGAGU. The protein sequence of the target gene is MEEKQILCVGLVVLDVISLVDKYPKEDSEIRCLSQRWQRGGNASNSCTVLSLLGAPCAFMGSMAPGHVADFLVADFRRRGVDVSQVAWQSKGDTPSSCCIINNSNGNRTIVLHDTSLPDVSATDFEKVDLTQFKWIHIEGRNASEQVKMLQRIDAHNTRQPPEQKIRVSVEVEKPREELFQLFGYGDVVFVSKDVAKHLGFQSAEEALRGLYGRVRKGAVLVCAWAEEGADALGPDGKLLHSDAFPPPRVVDTLGAGDTFNASVIFSLSQGRSVQEALRFGCQVAGKKCGLQGFDGIV. Result: 0 (no interaction). (5) The miRNA is mmu-miR-298-5p with sequence GGCAGAGGAGGGCUGUUCUUCCC. The protein sequence of the target gene is MAGSGCAWGAEPPRFLEAFGRLWQVQSRLGSGSSASVYRVRCCGTPGSPPGALKQFLPPGTTGAAASAAEYGFRKERAALEQLQGHRNIVTLYGVFTIHFSPNVPSRCLLLELLDVSVSELLLYSSHQGCSMWMIQHCARDVLEALAFLHHEGYVHADLKPRNILWSAENECFKLIDFGLSFKEGNQDVKYIQTDGYRAPEAELQNCLAQAGLQSDTECTSAVDLWSLGIILLEMFSGMKLKHTVRSQEWKANSSAIIDHIFASKAVVNAAIPAYHLRDLIKSMLHDDPGRRIPAEMALC.... Result: 0 (no interaction).